From a dataset of Retrosynthesis with 50K atom-mapped reactions and 10 reaction types from USPTO. Predict the reactants needed to synthesize the given product. (1) Given the product CC(C)(C)OC(=O)N[C@H]1CC[C@H](c2nc(C(F)(F)c3ccccc3)no2)C1, predict the reactants needed to synthesize it. The reactants are: CC(C)(C)OC(=O)N[C@H]1CC[C@H](C(=O)O/N=C(\N)C(F)(F)c2ccccc2)C1. (2) Given the product Fc1cc(Br)cc2[nH]cnc12, predict the reactants needed to synthesize it. The reactants are: Nc1cc(Br)cc(F)c1N.O=CO.